From a dataset of Forward reaction prediction with 1.9M reactions from USPTO patents (1976-2016). Predict the product of the given reaction. (1) Given the reactants [C:1]([C:4]1[N:9]=[N:8][C:7]([C:10]([O:12][CH3:13])=[O:11])=[CH:6][CH:5]=1)(=[O:3])[CH3:2].[BH4-].[Na+].C(OCC)(=O)C.O, predict the reaction product. The product is: [OH:3][CH:1]([C:4]1[N:9]=[N:8][C:7]([C:10]([O:12][CH3:13])=[O:11])=[CH:6][CH:5]=1)[CH3:2]. (2) The product is: [C:32]([O:31][C:29]([N:16]1[CH2:17][CH2:18][C:12]([C:2]2[CH:7]=[CH:6][C:5]([OH:1])=[CH:4][CH:3]=2)=[CH:15][CH2:14]1)=[O:30])([CH3:33])([CH3:34])[CH3:35]. Given the reactants [OH2:1].[C:2]1([CH3:12])[CH:7]=[CH:6][C:5](S(O)(=O)=O)=[CH:4][CH:3]=1.Cl.[CH2:14]([N:16](CC)[CH2:17][CH3:18])[CH3:15].[C:29](O[C:29]([O:31][C:32]([CH3:35])([CH3:34])[CH3:33])=[O:30])([O:31][C:32]([CH3:35])([CH3:34])[CH3:33])=[O:30].[OH-].[Na+], predict the reaction product. (3) Given the reactants [OH:1][C@@H:2]([CH2:17][N:18]1[CH2:23][CH2:22][O:21][CH2:20][CH2:19]1)[CH2:3][N:4]1[CH2:9][CH2:8][C:7]2[NH:10][C:11]([CH:14]=O)=[C:12]([CH3:13])[C:6]=2[C:5]1=[O:16].[CH3:24][O:25][C:26]1[CH:27]=[C:28]2[C:32](=[CH:33][CH:34]=1)[NH:31][C:30](=[O:35])[CH2:29]2, predict the reaction product. The product is: [OH:1][C@@H:2]([CH2:17][N:18]1[CH2:23][CH2:22][O:21][CH2:20][CH2:19]1)[CH2:3][N:4]1[CH2:9][CH2:8][C:7]2[NH:10][C:11](/[CH:14]=[C:29]3\[C:30](=[O:35])[NH:31][C:32]4[C:28]\3=[CH:27][C:26]([O:25][CH3:24])=[CH:34][CH:33]=4)=[C:12]([CH3:13])[C:6]=2[C:5]1=[O:16].